This data is from Catalyst prediction with 721,799 reactions and 888 catalyst types from USPTO. The task is: Predict which catalyst facilitates the given reaction. (1) Reactant: [N:1]1[C:10]2[C:5](=[CH:6][CH:7]=[CH:8][CH:9]=2)[CH:4]=[C:3]([C:11]2[C:19]3[C:14](=[CH:15][CH:16]=[C:17](B4OC(C)(C)C(C)(C)O4)[CH:18]=3)[N:13]([C:29]([O:31][C:32]([CH3:35])([CH3:34])[CH3:33])=[O:30])[CH:12]=2)[CH:2]=1.Br[C:37]1[S:38][C:39]([S:42][CH3:43])=[N:40][N:41]=1.C(=O)([O-])[O-].[K+].[K+].O. Product: [CH3:43][S:42][C:39]1[S:38][C:37]([C:17]2[CH:18]=[C:19]3[C:14](=[CH:15][CH:16]=2)[N:13]([C:29]([O:31][C:32]([CH3:33])([CH3:34])[CH3:35])=[O:30])[CH:12]=[C:11]3[C:3]2[CH:2]=[N:1][C:10]3[C:5]([CH:4]=2)=[CH:6][CH:7]=[CH:8][CH:9]=3)=[N:41][N:40]=1. The catalyst class is: 77. (2) Reactant: [CH2:1]([O:8][C:9](=[O:16])[C@@H:10]([CH2:12][CH:13]([CH3:15])[CH3:14])[NH2:11])[C:2]1[CH:7]=[CH:6][CH:5]=[CH:4][CH:3]=1.[CH2:17]1[CH2:23][S:20](=[O:22])(=[O:21])[O:19][CH2:18]1. Product: [CH2:1]([O:8][C:9]([C@H:10]([NH:11][CH:23]([S:20]([OH:22])(=[O:21])=[O:19])[CH2:17][CH3:18])[CH2:12][CH:13]([CH3:14])[CH3:15])=[O:16])[C:2]1[CH:7]=[CH:6][CH:5]=[CH:4][CH:3]=1. The catalyst class is: 382.